From a dataset of Reaction yield outcomes from USPTO patents with 853,638 reactions. Predict the reaction yield, written as a fraction of the theoretical maximum amount of product (1.0 means a 100% yield; for example, 0.34 means a 34% yield). The reactants are O[CH2:2][C@H:3]1[C:11]2[C:10]([N:12]3[CH2:17][CH2:16][N:15]([C:18]([O:20][C:21]([CH3:24])([CH3:23])[CH3:22])=[O:19])[CH2:14][CH2:13]3)=[N:9][CH:8]=[N:7][C:6]=2[CH2:5][CH2:4]1.[F:25]C(F)(S(F)(=O)=O)C(F)(F)C(F)(F)C(F)(F)F.F.F.F.C(N(CC)CC)C.C(N(CC)CC)C. The catalyst is O1CCCC1. The yield is 0.830. The product is [C:21]([O:20][C:18]([N:15]1[CH2:16][CH2:17][N:12]([C:10]2[C:11]3[C@H:3]([CH2:2][F:25])[CH2:4][CH2:5][C:6]=3[N:7]=[CH:8][N:9]=2)[CH2:13][CH2:14]1)=[O:19])([CH3:23])([CH3:22])[CH3:24].